The task is: Predict the reaction yield, written as a fraction of the theoretical maximum amount of product (1.0 means a 100% yield; for example, 0.34 means a 34% yield).. This data is from Reaction yield outcomes from USPTO patents with 853,638 reactions. (1) The reactants are [Cl:1][C:2]1[NH:10][C:9]2[C:8](=[O:11])[N:7]([CH2:12][CH2:13][CH2:14][CH2:15]C(OCC)=O)[C:6](=[O:21])[N:5]([CH2:22][CH2:23][CH2:24][CH2:25][CH3:26])[C:4]=2[N:3]=1.CC[O-].[Na+].[OH:31][NH:32][C:33]([C@H:35]1[CH2:37][C@@H:36]1[C:38]1[CH:43]=[CH:42][CH:41]=[CH:40][CH:39]=1)=[NH:34]. The catalyst is CCO. The product is [Cl:1][C:2]1[NH:10][C:9]2[C:8](=[O:11])[N:7]([CH2:12][CH2:13][CH2:14][C:15]3[O:31][N:32]=[C:33]([C@H:35]4[CH2:37][C@@H:36]4[C:38]4[CH:43]=[CH:42][CH:41]=[CH:40][CH:39]=4)[N:34]=3)[C:6](=[O:21])[N:5]([CH2:22][CH2:23][CH2:24][CH2:25][CH3:26])[C:4]=2[N:3]=1. The yield is 0.380. (2) The reactants are [NH2:1][C:2]1[CH:7]=[CH:6][CH:5]=[CH:4][C:3]=1[SH:8].[Br:9][C:10]1[CH:17]=[C:14]([CH:15]=O)[C:13]([OH:18])=[CH:12][CH:11]=1. The catalyst is O1CCOCC1. The product is [S:8]1[C:3]2[CH:4]=[CH:5][CH:6]=[CH:7][C:2]=2[N:1]=[C:15]1[C:14]1[CH:17]=[C:10]([Br:9])[CH:11]=[CH:12][C:13]=1[OH:18]. The yield is 0.600. (3) The reactants are [OH:1][C:2]1[CH:7]=[CH:6][CH:5]=[CH:4][N:3]=1.C(=O)([O-])[O-].[K+].[K+].[C:14]([O:18][C:19](=[O:23])[CH:20](Br)[CH3:21])([CH3:17])([CH3:16])[CH3:15]. The catalyst is CN(C=O)C.O. The product is [O:1]=[C:2]1[CH:7]=[CH:6][CH:5]=[CH:4][N:3]1[CH:20]([CH3:21])[C:19]([O:18][C:14]([CH3:17])([CH3:16])[CH3:15])=[O:23]. The yield is 0.720. (4) The reactants are [CH3:1][C:2]1[N:3]=[C:4]([C:12]2[CH:17]=[CH:16][C:15]([CH3:18])=[CH:14][CH:13]=2)[S:5][C:6]=1[C:7]([O:9]CC)=[O:8].[OH-].[Na+]. The catalyst is O.C(O)C. The product is [CH3:1][C:2]1[N:3]=[C:4]([C:12]2[CH:17]=[CH:16][C:15]([CH3:18])=[CH:14][CH:13]=2)[S:5][C:6]=1[C:7]([OH:9])=[O:8]. The yield is 0.880. (5) The reactants are C(Br)C1C=CC=CC=1.[F:9][C:10]1[CH:17]=[CH:16][C:13]([CH2:14]Br)=[CH:12][CH:11]=1.[CH3:18][C:19]1[N:20]=[C:21]([N:29]2[CH2:33][CH2:32][NH:31][C:30]2=[O:34])[S:22][C:23]=1[C:24]([O:26][CH2:27][CH3:28])=[O:25]. The product is [F:9][C:10]1[CH:17]=[CH:16][C:13]([CH2:14][N:31]2[CH2:32][CH2:33][N:29]([C:21]3[S:22][C:23]([C:24]([O:26][CH2:27][CH3:28])=[O:25])=[C:19]([CH3:18])[N:20]=3)[C:30]2=[O:34])=[CH:12][CH:11]=1. The yield is 0.980. No catalyst specified. (6) The reactants are Cl[CH2:2][C:3]1[C:8]2[NH:9][C:10]([CH2:12][N:13]([CH3:27])[S:14]([C:17]3[C:22]([CH3:23])=[CH:21][C:20]([O:24][CH3:25])=[CH:19][C:18]=3[CH3:26])(=[O:16])=[O:15])=[N:11][C:7]=2[CH:6]=[CH:5][CH:4]=1.C([O-])([O-])=O.[K+].[K+].Cl.Cl.[N:36]1[CH:41]=[CH:40][C:39]([N:42]2[CH2:52][CH2:51][C:45]3([CH2:50][CH2:49][NH:48][CH2:47][CH2:46]3)[CH2:44][CH2:43]2)=[CH:38][CH:37]=1. The catalyst is CC(C)=O. The product is [CH3:25][O:24][C:20]1[CH:21]=[C:22]([CH3:23])[C:17]([S:14]([N:13]([CH3:27])[CH2:12][C:10]2[NH:9][C:8]3[C:3]([CH2:2][N:48]4[CH2:47][CH2:46][C:45]5([CH2:51][CH2:52][N:42]([C:39]6[CH:40]=[CH:41][N:36]=[CH:37][CH:38]=6)[CH2:43][CH2:44]5)[CH2:50][CH2:49]4)=[CH:4][CH:5]=[CH:6][C:7]=3[N:11]=2)(=[O:16])=[O:15])=[C:18]([CH3:26])[CH:19]=1. The yield is 0.250. (7) The reactants are [CH3:1][O:2][C:3]1[CH:8]=[CH:7][C:6]([C:9]2[NH:10][C:11](=S)[N:12]([C:14]3[CH:19]=[CH:18][CH:17]=[C:16](OC)[CH:15]=3)[CH:13]=2)=[CH:5][CH:4]=1.N([O-])=O.[Na+].[C:27](O)(=[O:29])C. The catalyst is [N+]([O-])(O)=O. The product is [CH3:27][O:29][C:17]1[CH:16]=[CH:15][C:14]([N:12]2[CH:13]=[C:9]([C:6]3[CH:5]=[CH:4][C:3]([O:2][CH3:1])=[CH:8][CH:7]=3)[N:10]=[CH:11]2)=[CH:19][CH:18]=1. The yield is 0.430.